From a dataset of Reaction yield outcomes from USPTO patents with 853,638 reactions. Predict the reaction yield, written as a fraction of the theoretical maximum amount of product (1.0 means a 100% yield; for example, 0.34 means a 34% yield). (1) The yield is 0.600. The product is [Si:1]([O:8][C@@H:9]([CH2:15][Cl:16])[CH2:10][CH:11]=[O:12])([C:4]([CH3:7])([CH3:6])[CH3:5])([CH3:3])[CH3:2]. The reactants are [Si:1]([O:8][C@@H:9]([CH2:15][Cl:16])[CH2:10][C:11](OC)=[O:12])([C:4]([CH3:7])([CH3:6])[CH3:5])([CH3:3])[CH3:2].CC(C[AlH]CC(C)C)C. The catalyst is CO. (2) The reactants are Br[C:2]1[CH:3]=[C:4]2[C:9](=[CH:10][CH:11]=1)[N:8]=[CH:7][CH:6]=[CH:5]2.C[Si]([CH2:16][C:17]#[N:18])(C)C. The catalyst is CN(C=O)C.C1C=CC(/C=C/C(/C=C/C2C=CC=CC=2)=O)=CC=1.C1C=CC(/C=C/C(/C=C/C2C=CC=CC=2)=O)=CC=1.C1C=CC(/C=C/C(/C=C/C2C=CC=CC=2)=O)=CC=1.[Pd].[Pd].[F-].[F-].[Zn+2].CC1(C)C2C=CC=C(P(C3C=CC=CC=3)C3C=CC=CC=3)C=2OC2C1=CC=CC=2P(C1C=CC=CC=1)C1C=CC=CC=1. The product is [N:8]1[C:9]2[C:4](=[CH:3][C:2]([CH2:16][C:17]#[N:18])=[CH:11][CH:10]=2)[CH:5]=[CH:6][CH:7]=1. The yield is 0.721.